From a dataset of Reaction yield outcomes from USPTO patents with 853,638 reactions. Predict the reaction yield, written as a fraction of the theoretical maximum amount of product (1.0 means a 100% yield; for example, 0.34 means a 34% yield). (1) The reactants are CC1(C)[O:9][C:8](=[O:10])[C:5]2([CH2:7][CH2:6]2)[C:4](=[O:11])O1.[F:13][C:14]1[CH:15]=[C:16]([CH:18]=[CH:19][CH:20]=1)[NH2:17]. The catalyst is C(O)C. The product is [F:13][C:14]1[CH:15]=[C:16]([N:17]2[CH2:6][CH2:7][CH:5]([C:8]([OH:9])=[O:10])[C:4]2=[O:11])[CH:18]=[CH:19][CH:20]=1. The yield is 0.850. (2) The reactants are [CH2:1]([O:3][C:4]([C:6]1([C:9]2[CH:14]=[CH:13][C:12]([C:15]3[CH:20]=[CH:19][C:18]([C:21]4[S:22][C:23]([Cl:29])=[CH:24][C:25]=4C(=O)N)=[CH:17][CH:16]=3)=[CH:11][CH:10]=2)[CH2:8][CH2:7]1)=[O:5])[CH3:2].[F:30][C:31]1[CH:36]=[CH:35][CH:34]=[CH:33][C:32]=1[C@H:37]([OH:39])[CH3:38].[N:40]1[CH:45]=CC=CC=1.FC(F)(F)C(OI(C1C=CC=CC=1)OC(=O)C(F)(F)F)=[O:49]. The catalyst is C1(C)C=CC=CC=1. The product is [CH2:1]([O:3][C:4]([C:6]1([C:9]2[CH:10]=[CH:11][C:12]([C:15]3[CH:16]=[CH:17][C:18]([C:21]4[S:22][C:23]([Cl:29])=[CH:24][C:25]=4[NH:40][C:45]([O:39][C@@H:37]([C:32]4[CH:33]=[CH:34][CH:35]=[CH:36][C:31]=4[F:30])[CH3:38])=[O:49])=[CH:19][CH:20]=3)=[CH:13][CH:14]=2)[CH2:8][CH2:7]1)=[O:5])[CH3:2]. The yield is 0.800. (3) The reactants are [H-].[Na+].[Cl:3][C:4]1[CH:25]=[CH:24][C:7]([C:8]([N:10]([C@@H:12]([CH2:21][CH2:22][CH3:23])[CH2:13][N:14]2[CH2:19][CH2:18][CH:17]([OH:20])[CH2:16][CH2:15]2)[CH3:11])=[O:9])=[CH:6][CH:5]=1.[CH3:26]I. The catalyst is C1COCC1. The product is [Cl:3][C:4]1[CH:5]=[CH:6][C:7]([C:8]([N:10]([C@@H:12]([CH2:21][CH2:22][CH3:23])[CH2:13][N:14]2[CH2:19][CH2:18][CH:17]([O:20][CH3:26])[CH2:16][CH2:15]2)[CH3:11])=[O:9])=[CH:24][CH:25]=1. The yield is 0.510. (4) The reactants are C(OC(=O)[NH:7][CH:8]([CH3:19])[C:9]([N:11]1[CH2:16][CH2:15][S:14](=[O:18])(=[O:17])[CH2:13][CH2:12]1)=[O:10])(C)(C)C.FC(F)(F)C(O)=O. The catalyst is C(Cl)Cl. The product is [NH2:7][CH:8]([CH3:19])[C:9]([N:11]1[CH2:16][CH2:15][S:14](=[O:18])(=[O:17])[CH2:13][CH2:12]1)=[O:10]. The yield is 1.00.